From a dataset of Reaction yield outcomes from USPTO patents with 853,638 reactions. Predict the reaction yield, written as a fraction of the theoretical maximum amount of product (1.0 means a 100% yield; for example, 0.34 means a 34% yield). (1) The catalyst is N1C=CC=CC=1. The reactants are [F:1][C:2]([F:15])([F:14])[S:3]([O:6]S(C(F)(F)F)(=O)=O)(=[O:5])=[O:4].[CH2:16]([C:18]([C:22]1[CH:27]=[CH:26][C:25](O)=[C:24]([O:29][CH3:30])[CH:23]=1)([OH:21])[CH2:19][CH3:20])[CH3:17]. The yield is 0.930. The product is [CH2:16]([C:18]([C:22]1[CH:27]=[CH:26][C:25]([O:6][S:3]([C:2]([F:15])([F:14])[F:1])(=[O:5])=[O:4])=[C:24]([O:29][CH3:30])[CH:23]=1)([OH:21])[CH2:19][CH3:20])[CH3:17]. (2) The reactants are [Br:1][C:2]1[CH:3]=[C:4]([CH:7]=[C:8]([F:10])[CH:9]=1)[C:5]#[N:6].Cl. The catalyst is C1COCC1. The product is [Br:1][C:2]1[CH:3]=[C:4]([CH2:5][NH2:6])[CH:7]=[C:8]([F:10])[CH:9]=1. The yield is 0.535.